This data is from Forward reaction prediction with 1.9M reactions from USPTO patents (1976-2016). The task is: Predict the product of the given reaction. (1) Given the reactants [CH3:1][N:2]([CH3:12])[CH2:3][CH2:4][CH:5]([OH:11])[C:6]1[S:7][CH:8]=[CH:9][CH:10]=1.C(C1SC=CC=1)(=O)C.Cl.CNC.C=O.Cl, predict the reaction product. The product is: [S:7]1[CH:8]=[CH:9][CH:10]=[C:6]1[C:5]([CH2:4][CH2:3][N:2]([CH3:1])[CH3:12])=[O:11]. (2) Given the reactants [CH3:1][S:2][C:3]1[S:4][C:5]2[C:10](=O)[NH:9][CH:8]=[N:7][C:6]=2[N:12]=1.P(Cl)(Cl)([Cl:15])=O, predict the reaction product. The product is: [Cl:15][C:10]1[C:5]2[S:4][C:3]([S:2][CH3:1])=[N:12][C:6]=2[N:7]=[CH:8][N:9]=1. (3) Given the reactants Br[C:2]1[N:3]=[C:4]([N:7]2[CH2:12][CH2:11][CH:10]([C:13]([O:15][CH2:16][CH3:17])=[O:14])[CH2:9][CH2:8]2)[S:5][CH:6]=1.[Br:18][C:19]1[CH:24]=[CH:23][C:22](B(O)O)=[CH:21][CH:20]=1, predict the reaction product. The product is: [Br:18][C:19]1[CH:24]=[CH:23][C:22]([C:2]2[N:3]=[C:4]([N:7]3[CH2:12][CH2:11][CH:10]([C:13]([O:15][CH2:16][CH3:17])=[O:14])[CH2:9][CH2:8]3)[S:5][CH:6]=2)=[CH:21][CH:20]=1. (4) Given the reactants [Br:1][C:2]1[CH:11]=[CH:10][CH:9]=[C:8]2[C:3]=1[CH:4]=[C:5](Cl)[NH:6][C:7]2=[O:12].[CH3:14][N:15]1[CH2:20][CH2:19][NH:18][CH2:17][CH2:16]1, predict the reaction product. The product is: [Br:1][C:2]1[CH:11]=[CH:10][CH:9]=[C:8]2[C:3]=1[CH:4]=[C:5]([N:18]1[CH2:19][CH2:20][N:15]([CH3:14])[CH2:16][CH2:17]1)[NH:6][C:7]2=[O:12]. (5) Given the reactants O1[CH2:5][CH2:4][CH2:3][CH2:2]1.[C@H]([C:10]1[CH:15]=[CH:14][CH:13]=[C:12]([C@@H:16]([CH2:18][CH3:19])[CH3:17])[C:11]=1[O:20]C(=O)N[C@@H](C1C=CC=CC=1)C)(CC)C.[OH-].[Na+], predict the reaction product. The product is: [C@H:3]([C:13]1[C:12]([C@@H:16]([CH2:18][CH3:19])[CH3:17])=[C:11]([OH:20])[CH:10]=[CH:15][CH:14]=1)([CH2:4][CH3:5])[CH3:2].